This data is from Full USPTO retrosynthesis dataset with 1.9M reactions from patents (1976-2016). The task is: Predict the reactants needed to synthesize the given product. (1) Given the product [F:27][C:5]1[CH:4]=[CH:3][C:2]([NH:32][S:29]([CH3:28])(=[O:31])=[O:30])=[CH:7][C:6]=1[CH2:8][CH2:9][N:10]1[CH2:15][CH2:14][N:13]([C:16]2[CH:25]=[CH:24][CH:23]=[C:22]3[C:17]=2[CH:18]=[CH:19][C:20]([CH3:26])=[N:21]3)[CH2:12][CH2:11]1, predict the reactants needed to synthesize it. The reactants are: Br[C:2]1[CH:3]=[CH:4][C:5]([F:27])=[C:6]([CH2:8][CH2:9][N:10]2[CH2:15][CH2:14][N:13]([C:16]3[CH:25]=[CH:24][CH:23]=[C:22]4[C:17]=3[CH:18]=[CH:19][C:20]([CH3:26])=[N:21]4)[CH2:12][CH2:11]2)[CH:7]=1.[CH3:28][S:29]([NH2:32])(=[O:31])=[O:30]. (2) Given the product [I:11][C:6]1[C:7](=[O:9])[NH:8][C:3]([O:2][CH3:1])=[N:4][CH:5]=1, predict the reactants needed to synthesize it. The reactants are: [CH3:1][O:2][C:3]1[N:8]=[C:7]([O:9]C)[C:6]([I:11])=[CH:5][N:4]=1.[OH-].[Na+]. (3) Given the product [Cl:1][C:2]1[CH:20]=[CH:19][C:18]([NH2:21])=[CH:17][C:3]=1[C:4]1[NH:14][C:8]2[CH:9]=[CH:10][C:11]([Cl:13])=[CH:12][C:7]=2[N:6]=1, predict the reactants needed to synthesize it. The reactants are: [Cl:1][C:2]1[CH:20]=[CH:19][C:18]([N+:21]([O-])=O)=[CH:17][C:3]=1[C:4]([NH:6][C:7]1[CH:12]=[C:11]([Cl:13])[CH:10]=[CH:9][C:8]=1[N+:14]([O-])=O)=O. (4) Given the product [F:48][C:49]1[C:50]([C:61]([N:40]2[CH2:39][C@H:38]([C:41]3[CH:42]=[CH:43][CH:44]=[CH:45][CH:46]=3)[NH:37][C:36](=[O:47])[C@@H:35]2[CH2:31][CH:32]([CH3:34])[CH3:33])=[O:62])=[N:51][O:52][C:53]=1[C:54]1[CH:55]=[CH:56][C:57]([F:60])=[CH:58][CH:59]=1, predict the reactants needed to synthesize it. The reactants are: C([C@@H]1N(C(=O)C2C=CC(OC3C=CC=CC=3)=CC=2)C[C@H](CC(C)C)NC1=O)C(C)C.[CH2:31]([C@@H:35]1[NH:40][CH2:39][C@H:38]([C:41]2[CH:46]=[CH:45][CH:44]=[CH:43][CH:42]=2)[NH:37][C:36]1=[O:47])[CH:32]([CH3:34])[CH3:33].[F:48][C:49]1[C:50]([C:61](O)=[O:62])=[N:51][O:52][C:53]=1[C:54]1[CH:59]=[CH:58][C:57]([F:60])=[CH:56][CH:55]=1. (5) Given the product [Cl:29][C:26]1[CH:27]=[C:28]2[C:23](=[CH:24][CH:25]=1)[N:22]=[C:21]([CH3:30])[C:20]([CH2:31][CH3:32])=[C:19]2[N:4]1[C:5]2[C:10](=[CH:9][CH:8]=[C:7]([N:11]3[CH2:16][CH2:15][O:14][CH2:13][CH2:12]3)[CH:6]=2)[C:2]([CH3:17])([CH3:1])[CH2:3]1, predict the reactants needed to synthesize it. The reactants are: [CH3:1][C:2]1([CH3:17])[C:10]2[C:5](=[CH:6][C:7]([N:11]3[CH2:16][CH2:15][O:14][CH2:13][CH2:12]3)=[CH:8][CH:9]=2)[NH:4][CH2:3]1.Cl[C:19]1[C:28]2[C:23](=[CH:24][CH:25]=[C:26]([Cl:29])[CH:27]=2)[N:22]=[C:21]([CH3:30])[C:20]=1[CH2:31][CH3:32].C(=O)([O-])[O-].[Cs+].[Cs+].C1C=CC(P(C2C(C3C(P(C4C=CC=CC=4)C4C=CC=CC=4)=CC=C4C=3C=CC=C4)=C3C(C=CC=C3)=CC=2)C2C=CC=CC=2)=CC=1. (6) The reactants are: [CH2:1]([N:5]([S:32]([C:35]1[CH:40]=[CH:39][C:38]([CH3:41])=[CH:37][CH:36]=1)(=[O:34])=[O:33])[C@H:6]([C:29]([OH:31])=[O:30])[CH2:7][CH2:8][CH2:9][CH2:10][NH:11][C:12]([O:14]CC1C2C=CC=CC=2C2C1=CC=CC=2)=O)[CH:2]([CH3:4])[CH3:3].[CH3:42][C:43]1[CH:48]=[CH:47][C:46]([S:49]([NH:52][C@H:53](C(O)=O)[CH2:54][CH2:55][CH2:56][CH2:57][NH:58]C(OC(C)(C)C)=O)(=[O:51])=[O:50])=[CH:45][CH:44]=1. Given the product [CH3:42][C:43]1[CH:48]=[CH:47][C:46]([S:49]([NH:52][C@H:53]([C:12]([NH:11][CH2:10][CH2:9][CH2:8][CH2:7][C@H:6]([N:5]([S:32]([C:35]2[CH:40]=[CH:39][C:38]([CH3:41])=[CH:37][CH:36]=2)(=[O:34])=[O:33])[CH2:1][CH:2]([CH3:3])[CH3:4])[C:29]([OH:31])=[O:30])=[O:14])[CH2:54][CH2:55][CH2:56][CH2:57][NH2:58])(=[O:51])=[O:50])=[CH:45][CH:44]=1, predict the reactants needed to synthesize it. (7) The reactants are: [N:1]1[CH:6]=[CH:5][N:4]=[CH:3][C:2]=1[C:7]([OH:9])=[O:8].OS(O)(=O)=O.[CH3:15]O. Given the product [N:1]1[CH:6]=[CH:5][N:4]=[CH:3][C:2]=1[C:7]([O:9][CH3:15])=[O:8], predict the reactants needed to synthesize it. (8) The reactants are: N[CH:2]([CH2:4][C:5]1[CH:10]=[CH:9][CH:8]=[CH:7][CH:6]=1)[CH3:3].[NH2:11][C@H:12](C(O)=O)CCCNC(=N)N.[C:23]([O-:26])(=O)[CH3:24].N(C(OCC1C2C(=CC=CC=2)C2C1=CC=CC=2)=O)[C@H](C(O)=O)CCCCNC([O:36][C:37](C)([CH3:39])[CH3:38])=O.[NH:61]1[CH2:66][CH2:65][CH2:64][CH2:63]C1.Cl.N[C@H](C(O)=O)CCCCN.[O:78]1[CH2:83][CH2:82][O:81]CC1. Given the product [CH3:39][C:37]1[O:36][C:24]([C:23]([NH:61][CH2:66][C:65]2[CH:64]=[CH:63][C:4]([C:5]3[CH:10]=[CH:9][C:8]([C:12]#[N:11])=[CH:7][CH:6]=3)=[CH:2][CH:3]=2)=[O:26])=[C:82]([OH:81])[C:83](=[O:78])[CH:38]=1, predict the reactants needed to synthesize it. (9) Given the product [OH:1][C:2]([CH3:35])([CH3:34])[CH2:3][C@@:4]1([C:28]2[CH:33]=[CH:32][CH:31]=[CH:30][CH:29]=2)[O:9][C:8](=[O:10])[N:7]([C@H:11]([C:13]2[CH:14]=[CH:15][C:16]([C:37]3[CH:38]=[CH:39][C:40](=[O:46])[N:41]([CH:43]([CH3:45])[CH3:44])[CH:42]=3)=[CH:17][CH:18]=2)[CH3:12])[CH2:6][CH2:5]1, predict the reactants needed to synthesize it. The reactants are: [OH:1][C:2]([CH3:35])([CH3:34])[CH2:3][C@@:4]1([C:28]2[CH:33]=[CH:32][CH:31]=[CH:30][CH:29]=2)[O:9][C:8](=[O:10])[N:7]([C@H:11]([C:13]2[CH:18]=[CH:17][C:16](B3OC(C)(C)C(C)(C)O3)=[CH:15][CH:14]=2)[CH3:12])[CH2:6][CH2:5]1.Br[C:37]1[CH:38]=[CH:39][C:40](=[O:46])[N:41]([CH:43]([CH3:45])[CH3:44])[CH:42]=1.C([O-])([O-])=O.[Cs+].[Cs+].